Dataset: Full USPTO retrosynthesis dataset with 1.9M reactions from patents (1976-2016). Task: Predict the reactants needed to synthesize the given product. (1) Given the product [CH:1]1([CH2:7][N:8]2[CH2:13][CH2:12][CH:11]([N:14]([C:15]3[CH:20]=[CH:19][C:18]([CH3:21])=[CH:17][N:16]=3)[C:34]([C:30]3[O:29][CH:33]=[CH:32][CH:31]=3)=[O:35])[CH2:10][CH2:9]2)[CH2:2][CH2:3][CH2:4][CH2:5][CH2:6]1, predict the reactants needed to synthesize it. The reactants are: [CH:1]1([CH2:7][N:8]2[CH2:13][CH2:12][CH:11]([NH:14][C:15]3[CH:20]=[CH:19][C:18]([CH3:21])=[CH:17][N:16]=3)[CH2:10][CH2:9]2)[CH2:6][CH2:5][CH2:4][CH2:3][CH2:2]1.C(N(CC)CC)C.[O:29]1[CH:33]=[CH:32][CH:31]=[C:30]1[C:34](Cl)=[O:35]. (2) Given the product [CH3:14][C:13]([CH3:16])([CH3:15])[C:12]#[C:11][C:7]1[S:6][C:5]([C:3]([O:2][CH3:1])=[O:4])=[C:9]([NH:17][C@H:18]2[CH2:22][CH2:21][N:20]([C@H:23]3[CH2:27][CH2:26][O:25][CH2:24]3)[C:19]2=[O:28])[CH:8]=1, predict the reactants needed to synthesize it. The reactants are: [CH3:1][O:2][C:3]([C:5]1[S:6][C:7]([C:11]#[C:12][C:13]([CH3:16])([CH3:15])[CH3:14])=[CH:8][C:9]=1Br)=[O:4].[NH2:17][C@H:18]1[CH2:22][CH2:21][N:20]([C@H:23]2[CH2:27][CH2:26][O:25][CH2:24]2)[C:19]1=[O:28].C([O-])([O-])=O.[Cs+].[Cs+]. (3) Given the product [CH:1]1([CH2:4][O:5][C:6]2[CH:11]=[C:10]([F:12])[CH:9]=[CH:8][C:7]=2[C:13]2[CH:18]=[CH:17][N:16]=[C:15]3[C:19]([C:31]([NH:34][C@H:35]4[CH2:40][CH2:39][C@H:38]([NH:41][C:42](=[O:48])[O:43][C:44]([CH3:46])([CH3:45])[CH3:47])[CH2:37][CH2:36]4)=[O:33])=[C:20]([CH3:30])[N:21]([CH2:22][O:23][CH2:24][CH2:25][Si:26]([CH3:27])([CH3:28])[CH3:29])[C:14]=23)[CH2:3][CH2:2]1, predict the reactants needed to synthesize it. The reactants are: [CH:1]1([CH2:4][O:5][C:6]2[CH:11]=[C:10]([F:12])[CH:9]=[CH:8][C:7]=2[C:13]2[CH:18]=[CH:17][N:16]=[C:15]3[C:19]([C:31]([OH:33])=O)=[C:20]([CH3:30])[N:21]([CH2:22][O:23][CH2:24][CH2:25][Si:26]([CH3:29])([CH3:28])[CH3:27])[C:14]=23)[CH2:3][CH2:2]1.[NH2:34][C@H:35]1[CH2:40][CH2:39][C@H:38]([NH:41][C:42](=[O:48])[O:43][C:44]([CH3:47])([CH3:46])[CH3:45])[CH2:37][CH2:36]1. (4) Given the product [CH2:1]([N:3]1[CH2:4][CH2:5][CH:6]([CH2:9][C:10]2[N:15]3[N:16]=[C:17]([NH:19][C:20]4[CH:21]=[CH:22][C:23]([C:26]([F:28])([F:27])[F:29])=[CH:24][CH:25]=4)[N:18]=[C:14]3[CH:13]=[CH:12][CH:11]=2)[CH2:7][CH2:8]1)[CH3:2].[F:29][C:26]([F:27])([F:28])[C:23]1[CH:24]=[CH:25][C:20]([NH:19][C:17]2[N:18]=[C:14]3[CH:13]=[CH:12][CH:11]=[CH:10][N:15]3[N:16]=2)=[CH:21][CH:22]=1, predict the reactants needed to synthesize it. The reactants are: [CH2:1]([N:3]1[CH2:8][CH2:7][CH:6]([CH2:9][C:10]2[N:15]3[N:16]=[C:17]([NH:19][C:20]4[CH:25]=[CH:24][C:23]([C:26]([F:29])([F:28])[F:27])=[CH:22][CH:21]=4)[N:18]=[C:14]3[CH:13]=[CH:12][CH:11]=2)[CH2:5][CH2:4]1)[CH3:2].C(N1CCC(=C)CC1)C1C=CC=CC=1.C(O)(=O)C.